Dataset: Forward reaction prediction with 1.9M reactions from USPTO patents (1976-2016). Task: Predict the product of the given reaction. (1) The product is: [Br:1][C:2]1[CH:7]=[CH:6][C:5]([O:8][CH:9]2[CH2:12][CH2:10]2)=[CH:4][CH:3]=1. Given the reactants [Br:1][C:2]1[CH:7]=[CH:6][C:5]([O:8][CH:9]=[CH2:10])=[CH:4][CH:3]=1.Cl[CH2:12]I.ClC(Cl)C.C([Zn]CC)C, predict the reaction product. (2) Given the reactants [N:1]1([CH2:7][CH2:8][NH:9][C:10]([C:12]2[NH:13][C:14]([CH:18]=[C:19]3[C:27]4[C:26](Cl)=[N:25][CH:24]=[N:23][C:22]=4[NH:21][C:20]3=[O:29])=[C:15]([CH3:17])[CH:16]=2)=[O:11])[CH2:6][CH2:5][O:4][CH2:3][CH2:2]1.[C:30]([C:32]1[CH:33]=[C:34]([CH:36]=[CH:37][CH:38]=1)[NH2:35])#[CH:31].Cl, predict the reaction product. The product is: [N:1]1([CH2:7][CH2:8][NH:9][C:10]([C:12]2[NH:13][C:14]([CH:18]=[C:19]3[C:27]4[C:26]([NH:35][C:34]5[CH:36]=[CH:37][CH:38]=[C:32]([C:30]#[CH:31])[CH:33]=5)=[N:25][CH:24]=[N:23][C:22]=4[NH:21][C:20]3=[O:29])=[C:15]([CH3:17])[CH:16]=2)=[O:11])[CH2:6][CH2:5][O:4][CH2:3][CH2:2]1.